The task is: Predict the product of the given reaction.. This data is from Forward reaction prediction with 1.9M reactions from USPTO patents (1976-2016). (1) The product is: [Cl:1][C:2]1[C:11]2[C:6](=[CH:7][CH:8]=[C:9]([C:12]([N:19]3[CH2:20][C:17]([F:21])([F:16])[CH2:18]3)=[O:14])[CH:10]=2)[CH:5]=[N:4][CH:3]=1. Given the reactants [Cl:1][C:2]1[C:11]2[C:6](=[CH:7][CH:8]=[C:9]([C:12]([OH:14])=O)[CH:10]=2)[CH:5]=[N:4][CH:3]=1.Cl.[F:16][C:17]1([F:21])[CH2:20][NH:19][CH2:18]1.CN(C(ON1N=NC2C=CC=NC1=2)=[N+](C)C)C.F[P-](F)(F)(F)(F)F.CCN(C(C)C)C(C)C, predict the reaction product. (2) Given the reactants [Cl:1][C:2]1[CH:3]=[CH:4][C:5]([O:24][CH2:25][C:26]2[CH:31]=[CH:30][CH:29]=[CH:28][CH:27]=2)=[C:6]([C:8]2[N:9]([C:14]3[CH:15]=[C:16]([S:20]([NH2:23])(=[O:22])=[O:21])[CH:17]=[CH:18][CH:19]=3)[C:10]([CH3:13])=[CH:11][CH:12]=2)[CH:7]=1.[C:32](OC(=O)C)(=[O:34])[CH3:33].N1C=CC=CC=1.CN(C1C=CC=CN=1)C, predict the reaction product. The product is: [Cl:1][C:2]1[CH:3]=[CH:4][C:5]([O:24][CH2:25][C:26]2[CH:27]=[CH:28][CH:29]=[CH:30][CH:31]=2)=[C:6]([C:8]2[N:9]([C:14]3[CH:15]=[C:16]([S:20]([NH:23][C:32](=[O:34])[CH3:33])(=[O:22])=[O:21])[CH:17]=[CH:18][CH:19]=3)[C:10]([CH3:13])=[CH:11][CH:12]=2)[CH:7]=1. (3) Given the reactants C(OC([N:8]1[CH2:13][CH2:12][C:11]([OH:23])([CH2:14][CH2:15][NH:16][C:17](=[O:22])[C:18]([F:21])([F:20])[F:19])[CH2:10][CH2:9]1)=O)(C)(C)C, predict the reaction product. The product is: [F:21][C:18]([F:19])([F:20])[C:17]([NH:16][CH2:15][CH2:14][C:11]1([OH:23])[CH2:10][CH2:9][NH:8][CH2:13][CH2:12]1)=[O:22]. (4) Given the reactants [C:1]([C:3]1[CH:8]=[CH:7][C:6]([C@@H:9]2[NH:13][CH:12]([C:14]([OH:16])=[O:15])[CH2:11][S:10]2)=[CH:5][CH:4]=1)#[N:2].CCN(C(C)C)C(C)C.Cl[C:27]([O:29][CH2:30][C:31]1[CH:36]=[CH:35][CH:34]=[CH:33][CH:32]=1)=[O:28], predict the reaction product. The product is: [CH2:30]([O:29][C:27]([N:13]1[CH:12]([C:14]([OH:16])=[O:15])[CH2:11][S:10][C@@H:9]1[C:6]1[CH:5]=[CH:4][C:3]([C:1]#[N:2])=[CH:8][CH:7]=1)=[O:28])[C:31]1[CH:36]=[CH:35][CH:34]=[CH:33][CH:32]=1.